This data is from Full USPTO retrosynthesis dataset with 1.9M reactions from patents (1976-2016). The task is: Predict the reactants needed to synthesize the given product. (1) Given the product [CH2:1]([N:3]1[CH:7]=[C:6]([C:8]2[CH:9]=[C:10]([NH:11][C:29]([NH:28][C:23]3[CH:24]=[CH:25][CH:26]=[CH:27][C:22]=3[F:21])=[O:30])[CH:12]=[CH:13][CH:14]=2)[C:5]([C:15]2[CH:16]=[CH:17][N:18]=[CH:19][CH:20]=2)=[N:4]1)[CH3:2], predict the reactants needed to synthesize it. The reactants are: [CH2:1]([N:3]1[CH:7]=[C:6]([C:8]2[CH:9]=[C:10]([CH:12]=[CH:13][CH:14]=2)[NH2:11])[C:5]([C:15]2[CH:20]=[CH:19][N:18]=[CH:17][CH:16]=2)=[N:4]1)[CH3:2].[F:21][C:22]1[CH:27]=[CH:26][CH:25]=[CH:24][C:23]=1[N:28]=[C:29]=[O:30]. (2) Given the product [F:12][C:9]([F:10])([F:11])[C:7]1[CH:6]=[C:5]([C@H:13]([O:16][C@H:17]2[CH2:25][CH2:24][C@H:23]3[C@@H:19]([CH2:20][N:21]([C:26]4[CH2:30][CH2:29][C:28](=[O:31])[CH:27]=4)[CH2:22]3)[C@@H:18]2[C:32]2[CH:37]=[CH:36][CH:35]=[CH:34][C:33]=2[CH3:38])[CH2:14][O:15][CH3:44])[CH:4]=[C:3]([C:2]([F:39])([F:1])[F:40])[CH:8]=1, predict the reactants needed to synthesize it. The reactants are: [F:1][C:2]([F:40])([F:39])[C:3]1[CH:4]=[C:5]([C@H:13]([O:16][C@H:17]2[CH2:25][CH2:24][C@H:23]3[C@@H:19]([CH2:20][N:21]([C:26]4[CH2:30][CH2:29][C:28](=[O:31])[CH:27]=4)[CH2:22]3)[C@@H:18]2[C:32]2[CH:37]=[CH:36][CH:35]=[CH:34][C:33]=2[CH3:38])[CH2:14][OH:15])[CH:6]=[C:7]([C:9]([F:12])([F:11])[F:10])[CH:8]=1.[H-].[Na+].O.[CH3:44]N(C=O)C. (3) The reactants are: [CH2:1]([O:8][C:9]1[C:10]([C:29](O)=[O:30])=[N:11][C:12]([CH2:16][C:17]2([C:22]3[CH:27]=[CH:26][C:25]([Cl:28])=[CH:24][CH:23]=3)[CH2:21][CH2:20][CH2:19][CH2:18]2)=[N:13][C:14]=1[OH:15])[C:2]1[CH:7]=[CH:6][CH:5]=[CH:4][CH:3]=1.[Si:32]([O:39][CH2:40][CH2:41][NH:42][CH2:43][CH:44]1[CH2:46][CH2:45]1)([C:35]([CH3:38])([CH3:37])[CH3:36])([CH3:34])[CH3:33].CN(C(ON1N=NC2C=CC=NC1=2)=[N+](C)C)C.F[P-](F)(F)(F)(F)F.CCCCCC. Given the product [Si:32]([O:39][CH2:40][CH2:41][N:42]([CH2:43][CH:44]1[CH2:45][CH2:46]1)[C:29]([C:10]1[C:9]([O:8][CH2:1][C:2]2[CH:7]=[CH:6][CH:5]=[CH:4][CH:3]=2)=[C:14]([OH:15])[N:13]=[C:12]([CH2:16][C:17]2([C:22]3[CH:27]=[CH:26][C:25]([Cl:28])=[CH:24][CH:23]=3)[CH2:21][CH2:20][CH2:19][CH2:18]2)[N:11]=1)=[O:30])([C:35]([CH3:38])([CH3:37])[CH3:36])([CH3:34])[CH3:33], predict the reactants needed to synthesize it. (4) Given the product [ClH:12].[NH2:15][C@@H:13]([C:9]1[C:10]([Cl:12])=[CH:11][C:6]([OH:5])=[C:7]([O:19][CH3:20])[CH:8]=1)[CH3:14], predict the reactants needed to synthesize it. The reactants are: Cl.C([O:5][C:6]1[CH:11]=[C:10]([Cl:12])[C:9]([C@H:13]([NH:15]C(=O)C)[CH3:14])=[CH:8][C:7]=1[O:19][CH3:20])(=O)C. (5) Given the product [ClH:19].[O:18]=[C:14]([N:11]1[CH2:10][CH2:9][NH:8][CH2:13][CH2:12]1)[CH2:15][CH2:16][OH:17], predict the reactants needed to synthesize it. The reactants are: C(OC([N:8]1[CH2:13][CH2:12][N:11]([C:14](=[O:18])[CH2:15][CH2:16][OH:17])[CH2:10][CH2:9]1)=O)(C)(C)C.[ClH:19].O1CCOCC1. (6) Given the product [Br:1][C:2]1[CH:7]=[CH:6][C:5]([CH2:8][Br:22])=[CH:4][C:3]=1[F:9], predict the reactants needed to synthesize it. The reactants are: [Br:1][C:2]1[CH:7]=[CH:6][C:5]([CH3:8])=[CH:4][C:3]=1[F:9].N(C(C)(C)C#N)=NC(C)(C)C#N.[Br:22]N1C(=O)CCC1=O. (7) Given the product [CH3:36][O:1][NH:2][C:3]([C:5]1[O:6][C:7]([C:10]2[CH:15]=[CH:14][C:13]([C:16]3[CH:17]=[CH:18][C:19]([C:22](=[NH:25])[NH:23][O:34][CH3:35])=[CH:20][CH:21]=3)=[CH:12][CH:11]=2)=[CH:8][CH:9]=1)=[NH:4], predict the reactants needed to synthesize it. The reactants are: [OH:1][NH:2][C:3]([C:5]1[O:6][C:7]([C:10]2[CH:15]=[CH:14][C:13]([C:16]3[CH:21]=[CH:20][C:19]([C:22](=[NH:25])[NH:23]O)=[CH:18][CH:17]=3)=[CH:12][CH:11]=2)=[CH:8][CH:9]=1)=[NH:4].O[Li].O.S([O:34][CH3:35])(OC)(=O)=O.[CH3:36]N(C=O)C. (8) Given the product [Cl:11][C:7]1[CH:6]=[C:5]([C:3](=[O:4])[CH2:2][N:16]2[C:12](=[O:22])[C:13]3[C:14](=[CH:18][CH:19]=[CH:20][CH:21]=3)[C:15]2=[O:17])[CH:10]=[CH:9][CH:8]=1, predict the reactants needed to synthesize it. The reactants are: Br[CH2:2][C:3]([C:5]1[CH:10]=[CH:9][CH:8]=[C:7]([Cl:11])[CH:6]=1)=[O:4].[C:12]1(=[O:22])[NH:16][C:15](=[O:17])[C:14]2=[CH:18][CH:19]=[CH:20][CH:21]=[C:13]12.[K]. (9) Given the product [I:1][C:2]1[CH:3]=[C:4]([CH:8]([N:10]([O:11][CH3:12])[C:27]([C:26]2[C:22]([CH:21]([F:31])[F:20])=[N:23][N:24]([CH3:30])[CH:25]=2)=[O:28])[CH3:9])[CH:5]=[CH:6][CH:7]=1, predict the reactants needed to synthesize it. The reactants are: [I:1][C:2]1[CH:3]=[C:4]([CH:8]([NH:10][O:11][CH3:12])[CH3:9])[CH:5]=[CH:6][CH:7]=1.C(N(CC)CC)C.[F:20][CH:21]([F:31])[C:22]1[C:26]([C:27](Cl)=[O:28])=[CH:25][N:24]([CH3:30])[N:23]=1.